This data is from Full USPTO retrosynthesis dataset with 1.9M reactions from patents (1976-2016). The task is: Predict the reactants needed to synthesize the given product. The reactants are: [Br:1][C:2]1[CH:11]=[CH:10][CH:9]=[C:8]2[C:3]=1[CH:4]=[CH:5][N+:6]([O-])=[CH:7]2.C[CH2:14][N:15](CC)CC.[Si](C#N)(C)(C)C. Given the product [Br:1][C:2]1[CH:11]=[CH:10][CH:9]=[C:8]2[C:3]=1[CH:4]=[CH:5][N:6]=[C:7]2[C:14]#[N:15], predict the reactants needed to synthesize it.